From a dataset of Full USPTO retrosynthesis dataset with 1.9M reactions from patents (1976-2016). Predict the reactants needed to synthesize the given product. (1) Given the product [Cl:1][C:2]1[C:3]([OH:28])=[C:4]([C:5]([N:60]2[CH2:61][CH2:62][N:57]([CH2:56][CH2:55][N:54]([CH3:63])[CH3:53])[CH2:58][CH2:59]2)=[O:6])[CH:8]=[C:9]([C:11]2[CH:12]=[C:13]3[C:19]([C:20]4[CH:25]=[CH:24][CH:23]=[CH:22][C:21]=4[O:26][CH3:27])=[CH:18][NH:17][C:14]3=[N:15][CH:16]=2)[CH:10]=1, predict the reactants needed to synthesize it. The reactants are: [Cl:1][C:2]1[C:3]([OH:28])=[C:4]([CH:8]=[C:9]([C:11]2[CH:12]=[C:13]3[C:19]([C:20]4[CH:25]=[CH:24][CH:23]=[CH:22][C:21]=4[O:26][CH3:27])=[CH:18][NH:17][C:14]3=[N:15][CH:16]=2)[CH:10]=1)[C:5](O)=[O:6].F[P-](F)(F)(F)(F)F.N1(OC(N(C)C)=[N+](C)C)C2N=CC=CC=2N=N1.[CH3:53][N:54]([CH3:63])[CH2:55][CH2:56][N:57]1[CH2:62][CH2:61][NH:60][CH2:59][CH2:58]1.C(=O)(O)[O-].[Na+]. (2) Given the product [Cl:1][C:2]1[N:11]=[C:10]([NH:14][C:15]2[CH:20]=[CH:19][C:18]([N:21]3[CH2:26][CH2:25][N:24]([C:27]([O:29][C:30]([CH3:33])([CH3:32])[CH3:31])=[O:28])[CH2:23][CH2:22]3)=[CH:17][CH:16]=2)[C:9]2[C:8](=[O:13])[NH:7][CH:6]=[CH:5][C:4]=2[CH:3]=1, predict the reactants needed to synthesize it. The reactants are: [Cl:1][C:2]1[CH:3]=[C:4]2[C:9](=[C:10](Cl)[N:11]=1)[C:8](=[O:13])[NH:7][CH:6]=[CH:5]2.[NH2:14][C:15]1[CH:20]=[CH:19][C:18]([N:21]2[CH2:26][CH2:25][N:24]([C:27]([O:29][C:30]([CH3:33])([CH3:32])[CH3:31])=[O:28])[CH2:23][CH2:22]2)=[CH:17][CH:16]=1.C(N(C(C)C)C(C)C)C.